Regression. Given two drug SMILES strings and cell line genomic features, predict the synergy score measuring deviation from expected non-interaction effect. From a dataset of NCI-60 drug combinations with 297,098 pairs across 59 cell lines. (1) Drug 1: CC1=C(N=C(N=C1N)C(CC(=O)N)NCC(C(=O)N)N)C(=O)NC(C(C2=CN=CN2)OC3C(C(C(C(O3)CO)O)O)OC4C(C(C(C(O4)CO)O)OC(=O)N)O)C(=O)NC(C)C(C(C)C(=O)NC(C(C)O)C(=O)NCCC5=NC(=CS5)C6=NC(=CS6)C(=O)NCCC[S+](C)C)O. Drug 2: CC(C)NC(=O)C1=CC=C(C=C1)CNNC.Cl. Cell line: NCI-H460. Synergy scores: CSS=63.2, Synergy_ZIP=2.89, Synergy_Bliss=3.03, Synergy_Loewe=-25.7, Synergy_HSA=3.12. (2) Drug 1: C1=CC(=CC=C1C#N)C(C2=CC=C(C=C2)C#N)N3C=NC=N3. Drug 2: C1CN1C2=NC(=NC(=N2)N3CC3)N4CC4. Cell line: ACHN. Synergy scores: CSS=56.8, Synergy_ZIP=0.947, Synergy_Bliss=1.34, Synergy_Loewe=-7.58, Synergy_HSA=-3.21. (3) Drug 1: CC1=C2C(C(=O)C3(C(CC4C(C3C(C(C2(C)C)(CC1OC(=O)C(C(C5=CC=CC=C5)NC(=O)C6=CC=CC=C6)O)O)OC(=O)C7=CC=CC=C7)(CO4)OC(=O)C)O)C)OC(=O)C. Drug 2: C1CCC(C(C1)N)N.C(=O)(C(=O)[O-])[O-].[Pt+4]. Cell line: A549. Synergy scores: CSS=62.2, Synergy_ZIP=3.09, Synergy_Bliss=4.74, Synergy_Loewe=-9.21, Synergy_HSA=8.40. (4) Drug 1: C1=CC=C(C=C1)NC(=O)CCCCCCC(=O)NO. Drug 2: C#CCC(CC1=CN=C2C(=N1)C(=NC(=N2)N)N)C3=CC=C(C=C3)C(=O)NC(CCC(=O)O)C(=O)O. Cell line: MALME-3M. Synergy scores: CSS=10.5, Synergy_ZIP=-2.14, Synergy_Bliss=-1.11, Synergy_Loewe=0.671, Synergy_HSA=1.84. (5) Drug 1: C1=CC=C(C(=C1)C(C2=CC=C(C=C2)Cl)C(Cl)Cl)Cl. Drug 2: CC(C)(C#N)C1=CC(=CC(=C1)CN2C=NC=N2)C(C)(C)C#N. Cell line: DU-145. Synergy scores: CSS=1.40, Synergy_ZIP=-0.111, Synergy_Bliss=-1.05, Synergy_Loewe=-1.83, Synergy_HSA=-3.25. (6) Drug 1: CC1OCC2C(O1)C(C(C(O2)OC3C4COC(=O)C4C(C5=CC6=C(C=C35)OCO6)C7=CC(=C(C(=C7)OC)O)OC)O)O. Drug 2: CC1C(C(=O)NC(C(=O)N2CCCC2C(=O)N(CC(=O)N(C(C(=O)O1)C(C)C)C)C)C(C)C)NC(=O)C3=C4C(=C(C=C3)C)OC5=C(C(=O)C(=C(C5=N4)C(=O)NC6C(OC(=O)C(N(C(=O)CN(C(=O)C7CCCN7C(=O)C(NC6=O)C(C)C)C)C)C(C)C)C)N)C. Cell line: HOP-92. Synergy scores: CSS=30.7, Synergy_ZIP=-2.29, Synergy_Bliss=1.13, Synergy_Loewe=1.33, Synergy_HSA=1.42. (7) Drug 1: CC1CCC2CC(C(=CC=CC=CC(CC(C(=O)C(C(C(=CC(C(=O)CC(OC(=O)C3CCCCN3C(=O)C(=O)C1(O2)O)C(C)CC4CCC(C(C4)OC)OP(=O)(C)C)C)C)O)OC)C)C)C)OC. Drug 2: CNC(=O)C1=NC=CC(=C1)OC2=CC=C(C=C2)NC(=O)NC3=CC(=C(C=C3)Cl)C(F)(F)F. Cell line: OVCAR3. Synergy scores: CSS=51.3, Synergy_ZIP=10.5, Synergy_Bliss=14.1, Synergy_Loewe=6.07, Synergy_HSA=7.66.